Dataset: Forward reaction prediction with 1.9M reactions from USPTO patents (1976-2016). Task: Predict the product of the given reaction. Given the reactants [CH3:1][O:2][C:3]1[CH:4]=[C:5]2[C:10](=[CH:11][CH:12]=1)[CH:9]=[C:8]([CH:13]([CH3:17])[C:14](Cl)=[O:15])[CH:7]=[CH:6]2.[CH3:18][N:19]([C:23]1[CH:28]=[CH:27][CH:26]=[CH:25][CH:24]=1)[CH2:20][CH2:21][OH:22], predict the reaction product. The product is: [CH3:1][O:2][C:3]1[CH:4]=[C:5]2[C:10](=[CH:11][CH:12]=1)[CH:9]=[C:8]([CH:13]([CH3:17])[C:14]([O:22][CH2:21][CH2:20][N:19]([CH3:18])[C:23]1[CH:28]=[CH:27][CH:26]=[CH:25][CH:24]=1)=[O:15])[CH:7]=[CH:6]2.